Dataset: Full USPTO retrosynthesis dataset with 1.9M reactions from patents (1976-2016). Task: Predict the reactants needed to synthesize the given product. (1) Given the product [CH3:12][C:11]1[N:13]=[C:8]([C:4]2[CH:5]=[N:6][NH:7][C:3]=2[NH2:2])[O:9][CH:10]=1, predict the reactants needed to synthesize it. The reactants are: Cl.[NH2:2][C:3]1[NH:7][N:6]=[CH:5][C:4]=1[C:8](=[NH:13])[O:9][CH2:10][C:11]#[CH:12].CCN(C(C)C)C(C)C. (2) Given the product [Cl:23][C:17]1[CH:18]=[C:19]([Cl:22])[CH:20]=[CH:21][C:16]=1[NH:15][C:13]([C:3]1[O:4][C:5]2[CH:10]=[C:9]([O:11][CH3:12])[CH:8]=[CH:7][C:6]=2[C:2]=1[NH:1][C:29]([NH2:28])=[O:30])=[O:14], predict the reactants needed to synthesize it. The reactants are: [NH2:1][C:2]1[C:6]2[CH:7]=[CH:8][C:9]([O:11][CH3:12])=[CH:10][C:5]=2[O:4][C:3]=1[C:13]([NH:15][C:16]1[CH:21]=[CH:20][C:19]([Cl:22])=[CH:18][C:17]=1[Cl:23])=[O:14].ClS([N:28]=[C:29]=[O:30])(=O)=O.O.